This data is from Forward reaction prediction with 1.9M reactions from USPTO patents (1976-2016). The task is: Predict the product of the given reaction. (1) Given the reactants C([C@@H]1COC(=O)N1C(=O)[C@@H:15]([CH3:29])[C@@H:16]([OH:28])[C:17]1[CH:22]=[C:21]([C:23]([F:26])([F:25])[F:24])[CH:20]=[CH:19][C:18]=1[I:27])C1C=CC=CC=1.[OH-:31].[Li+].OO.C1(P(N=[N+]=[N-])(C2C=CC=CC=2)=O)C=CC=CC=1.C([N:54]([CH2:57]C)CC)C, predict the reaction product. The product is: [I:27][C:18]1[CH:19]=[CH:20][C:21]([C:23]([F:24])([F:25])[F:26])=[CH:22][C:17]=1[C@@H:16]1[O:28][C:57](=[O:31])[NH:54][C@H:15]1[CH3:29]. (2) The product is: [N:69]([CH2:68][CH:67]([S:72][S:73][C:74]([CH3:77])([CH3:76])[CH3:75])[CH2:66][C@@H:65]([NH:78][C:79]([O:81][C:82]([CH3:83])([CH3:84])[CH3:85])=[O:80])[C:64]([O:40][C@H:39]1[C@@H:38]([OH:41])[C@H:37]([N:42]2[CH:50]=[N:49][C:48]3[C:43]2=[N:44][CH:45]=[N:46][C:47]=3[NH2:51])[O:36][C@H:35]1[CH2:34][O:33][P:30]([O:29][C@H:28]1[CH2:27][C@H:26]([N:52]2[CH:57]=[CH:56][C:55]([NH2:58])=[N:54][C:53]2=[O:59])[O:25][C@@H:24]1[CH2:23][O:22][P:18]([OH:21])([OH:20])=[O:19])([OH:32])=[O:31])=[O:63])=[N+:70]=[N-:71]. Given the reactants C([N+](CCCC)(CCCC)CCCC)CCC.[P:18]([O:22][CH2:23][C@@H:24]1[C@@H:28]([O:29][P:30]([O:33][CH2:34][C@@H:35]2[C@@H:39]([OH:40])[C@@H:38]([OH:41])[C@H:37]([N:42]3[CH:50]=[N:49][C:48]4[C:43]3=[N:44][CH:45]=[N:46][C:47]=4[NH2:51])[O:36]2)([OH:32])=[O:31])[CH2:27][C@H:26]([N:52]2[CH:57]=[CH:56][C:55]([NH2:58])=[N:54][C:53]2=[O:59])[O:25]1)([OH:21])([OH:20])=[O:19].C(C[O:63][C:64](=O)[C@@H:65]([NH:78][C:79]([O:81][C:82]([CH3:85])([CH3:84])[CH3:83])=[O:80])[CH2:66][CH:67]([S:72][S:73][C:74]([CH3:77])([CH3:76])[CH3:75])[CH2:68][N:69]=[N+:70]=[N-:71])#N, predict the reaction product. (3) Given the reactants [CH3:1][N:2]([CH3:27])[C:3]1[C:12]2[CH:11]=[CH:10][CH:9]=[C:8]([S:13]([NH:16][CH2:17][CH2:18][NH:19]C(=O)OC(C)(C)C)(=[O:15])=[O:14])[C:7]=2[CH:6]=[CH:5][CH:4]=1.C(O)(C(F)(F)F)=O, predict the reaction product. The product is: [NH2:19][CH2:18][CH2:17][NH:16][S:13]([C:8]1[C:7]2[C:12](=[C:3]([N:2]([CH3:27])[CH3:1])[CH:4]=[CH:5][CH:6]=2)[CH:11]=[CH:10][CH:9]=1)(=[O:15])=[O:14]. (4) Given the reactants Cl.[N:2]1[CH:7]=[CH:6][CH:5]=[C:4]([C:8]2[CH:16]=[CH:15][C:11]([C:12]([OH:14])=O)=[CH:10][CH:9]=2)[CH:3]=1.Cl.[Cl:18][C:19]1[CH:35]=[CH:34][C:22](/[CH:23]=[CH:24]/[S:25]([N:28]2[CH2:33][CH2:32][NH:31][CH2:30][CH2:29]2)(=[O:27])=[O:26])=[CH:21][CH:20]=1, predict the reaction product. The product is: [ClH:18].[Cl:18][C:19]1[CH:20]=[CH:21][C:22](/[CH:23]=[CH:24]/[S:25]([N:28]2[CH2:33][CH2:32][N:31]([C:12](=[O:14])[C:11]3[CH:10]=[CH:9][C:8]([C:4]4[CH:3]=[N:2][CH:7]=[CH:6][CH:5]=4)=[CH:16][CH:15]=3)[CH2:30][CH2:29]2)(=[O:26])=[O:27])=[CH:34][CH:35]=1. (5) Given the reactants [CH3:1][C:2]1[CH:7]=[C:6]([N:8]2[CH2:12][CH2:11][CH:10]([N:13]3[CH2:17][CH2:16][CH2:15][CH:14]3[CH3:18])[CH2:9]2)[CH:5]=[CH:4][C:3]=1[NH2:19].[O:20]1[C:24]([C:25]2[CH:33]=[CH:32][C:28]([C:29](Cl)=[O:30])=[CH:27][CH:26]=2)=[CH:23][N:22]=[CH:21]1, predict the reaction product. The product is: [CH3:1][C:2]1[CH:7]=[C:6]([N:8]2[CH2:12][CH2:11][CH:10]([N:13]3[CH2:17][CH2:16][CH2:15][CH:14]3[CH3:18])[CH2:9]2)[CH:5]=[CH:4][C:3]=1[NH:19][C:29](=[O:30])[C:28]1[CH:27]=[CH:26][C:25]([C:24]2[O:20][CH:21]=[N:22][CH:23]=2)=[CH:33][CH:32]=1. (6) Given the reactants Cl.[NH2:2][CH2:3][C:4]([CH3:7])([OH:6])[CH3:5].C(N(CC)CC)C.[Cl:15][C:16]1[N:21]=[C:20](Cl)[CH:19]=[C:18]([CH2:23][O:24][CH2:25][C:26]([F:29])([F:28])[F:27])[N:17]=1, predict the reaction product. The product is: [Cl:15][C:16]1[N:21]=[C:20]([NH:2][CH2:3][C:4]([CH3:7])([OH:6])[CH3:5])[CH:19]=[C:18]([CH2:23][O:24][CH2:25][C:26]([F:29])([F:27])[F:28])[N:17]=1. (7) Given the reactants [Cl:1]N1C(=O)CCC1=O.[Cl:9][C:10]1[CH:11]=[C:12]([CH:23]=[CH:24][C:25]=1[O:26][CH3:27])[CH2:13][N:14]1[C:19]([CH3:20])=[CH:18][C:17]([OH:21])=[CH:16][C:15]1=[O:22], predict the reaction product. The product is: [Cl:1][C:16]1[C:15](=[O:22])[N:14]([CH2:13][C:12]2[CH:23]=[CH:24][C:25]([O:26][CH3:27])=[C:10]([Cl:9])[CH:11]=2)[C:19]([CH3:20])=[CH:18][C:17]=1[OH:21].